Dataset: NCI-60 drug combinations with 297,098 pairs across 59 cell lines. Task: Regression. Given two drug SMILES strings and cell line genomic features, predict the synergy score measuring deviation from expected non-interaction effect. (1) Drug 1: C1=CN(C(=O)N=C1N)C2C(C(C(O2)CO)O)O.Cl. Drug 2: CC(C)CN1C=NC2=C1C3=CC=CC=C3N=C2N. Cell line: HT29. Synergy scores: CSS=38.4, Synergy_ZIP=-6.99, Synergy_Bliss=-8.40, Synergy_Loewe=-8.27, Synergy_HSA=-7.31. (2) Drug 1: C1=C(C(=O)NC(=O)N1)N(CCCl)CCCl. Drug 2: COC1=C2C(=CC3=C1OC=C3)C=CC(=O)O2. Cell line: SR. Synergy scores: CSS=46.0, Synergy_ZIP=-1.75, Synergy_Bliss=-3.65, Synergy_Loewe=-14.7, Synergy_HSA=-3.17. (3) Drug 1: CC1=C(N=C(N=C1N)C(CC(=O)N)NCC(C(=O)N)N)C(=O)NC(C(C2=CN=CN2)OC3C(C(C(C(O3)CO)O)O)OC4C(C(C(C(O4)CO)O)OC(=O)N)O)C(=O)NC(C)C(C(C)C(=O)NC(C(C)O)C(=O)NCCC5=NC(=CS5)C6=NC(=CS6)C(=O)NCCC[S+](C)C)O. Drug 2: CC12CCC3C(C1CCC2OP(=O)(O)O)CCC4=C3C=CC(=C4)OC(=O)N(CCCl)CCCl.[Na+]. Cell line: HCT-15. Synergy scores: CSS=40.4, Synergy_ZIP=-1.94, Synergy_Bliss=1.50, Synergy_Loewe=-16.2, Synergy_HSA=-2.11. (4) Cell line: HCC-2998. Drug 1: C1C(C(OC1N2C=C(C(=O)NC2=O)F)CO)O. Synergy scores: CSS=46.0, Synergy_ZIP=0.521, Synergy_Bliss=0.351, Synergy_Loewe=-3.75, Synergy_HSA=4.89. Drug 2: C1=CC=C(C=C1)NC(=O)CCCCCCC(=O)NO.